From a dataset of Peptide-MHC class II binding affinity with 134,281 pairs from IEDB. Regression. Given a peptide amino acid sequence and an MHC pseudo amino acid sequence, predict their binding affinity value. This is MHC class II binding data. (1) The peptide sequence is YGGSWKLEGRWDGEE. The MHC is DRB1_0701 with pseudo-sequence DRB1_0701. The binding affinity (normalized) is 0.236. (2) The peptide sequence is GELQIVDGIDAAFKI. The MHC is DRB5_0101 with pseudo-sequence DRB5_0101. The binding affinity (normalized) is 0.677. (3) The peptide sequence is NGSAEVHRGAVPRRG. The MHC is DRB1_0405 with pseudo-sequence DRB1_0405. The binding affinity (normalized) is 0.